Dataset: Full USPTO retrosynthesis dataset with 1.9M reactions from patents (1976-2016). Task: Predict the reactants needed to synthesize the given product. (1) Given the product [CH2:11]([O:18][C:19]1[CH:20]=[CH:21][C:22]([C:23]2[NH:9][C:5]3=[N:6][CH:7]=[CH:8][C:3]([O:2][CH3:1])=[C:4]3[N:10]=2)=[CH:25][CH:26]=1)[C:12]1[CH:13]=[CH:14][CH:15]=[CH:16][CH:17]=1, predict the reactants needed to synthesize it. The reactants are: [CH3:1][O:2][C:3]1[CH:8]=[CH:7][N:6]=[C:5]([NH2:9])[C:4]=1[NH2:10].[CH2:11]([O:18][C:19]1[CH:26]=[CH:25][C:22]([CH:23]=O)=[CH:21][CH:20]=1)[C:12]1[CH:17]=[CH:16][CH:15]=[CH:14][CH:13]=1.C(OI(C1C=CC=CC=1)OC(=O)C)(=O)C. (2) The reactants are: [CH2:1]([O:3][C:4](=[O:21])[CH:5]([CH2:9][CH2:10][C:11]1[CH:16]=[CH:15][CH:14]=[C:13]([C:17]([F:20])([F:19])[F:18])[CH:12]=1)[CH2:6][CH:7]=[CH2:8])[CH3:2].[O:22]=[O+:23][O-:24].C1C=CC(P(C2C=CC=CC=2)C2C=CC=CC=2)=CC=1. Given the product [O:22]1[CH2:8][CH:7]([CH2:6][CH:5]([CH2:9][CH2:10][C:11]2[CH:16]=[CH:15][CH:14]=[C:13]([C:17]([F:19])([F:20])[F:18])[CH:12]=2)[C:4]([O:3][CH2:1][CH3:2])=[O:21])[O:24][O:23]1, predict the reactants needed to synthesize it.